Dataset: Full USPTO retrosynthesis dataset with 1.9M reactions from patents (1976-2016). Task: Predict the reactants needed to synthesize the given product. (1) Given the product [Br:1][C:2]1[CH:3]=[C:4]([CH:5]=[C:6]([F:8])[CH:7]=1)[CH2:9][O:11][CH2:12][C:13]1([C:26]2[CH:27]=[CH:28][CH:29]=[CH:30][CH:31]=2)[CH2:18][CH2:17][N:16]([C:19]([O:21][C:22]([CH3:24])([CH3:25])[CH3:23])=[O:20])[CH2:15][CH2:14]1, predict the reactants needed to synthesize it. The reactants are: [Br:1][C:2]1[CH:7]=[C:6]([F:8])[CH:5]=[C:4]([CH2:9]Br)[CH:3]=1.[OH:11][CH2:12][C:13]1([C:26]2[CH:31]=[CH:30][CH:29]=[CH:28][CH:27]=2)[CH2:18][CH2:17][N:16]([C:19]([O:21][C:22]([CH3:25])([CH3:24])[CH3:23])=[O:20])[CH2:15][CH2:14]1.[H-].[Na+]. (2) The reactants are: C(OC([N:8]1[CH2:13][CH2:12][CH:11]([O:14][CH2:15][C:16](=[O:48])[NH:17][CH:18]([B:35]2[O:43]C3C(C)(C4CC(C3)C4(C)C)[O:36]2)[CH2:19][C:20]2[CH:25]=[CH:24][CH:23]=[C:22]([C:26]([O:28]C(C)(C)C)=[O:27])[C:21]=2OC)[CH2:10][CH2:9]1)=O)(C)(C)C.B(Cl)(Cl)Cl. Given the product [OH:36][B:35]1[CH:18]([NH:17][C:16](=[O:48])[CH2:15][O:14][CH:11]2[CH2:10][CH2:9][NH:8][CH2:13][CH2:12]2)[CH2:19][C:20]2[CH:25]=[CH:24][CH:23]=[C:22]([C:26]([OH:28])=[O:27])[C:21]=2[O:43]1, predict the reactants needed to synthesize it. (3) Given the product [CH2:10]([O:12][CH:13]=[CH:14][CH2:15][CH2:2][CH:3]1[CH2:8][CH:7]2[CH2:9][CH:4]1[CH:5]=[CH:6]2)[CH3:11], predict the reactants needed to synthesize it. The reactants are: Br[CH2:2][CH:3]1[CH2:8][CH:7]2[CH2:9][CH:4]1[CH:5]=[CH:6]2.[CH2:10]([O:12][CH:13](OCC)[CH:14]=[CH2:15])[CH3:11].[Cl-].[NH4+]. (4) The reactants are: [Br:1][C:2]1[CH:3]=[C:4]([N+:16]([O-])=O)[C:5]([N:8]([CH:10]2[CH2:15][CH2:14][CH2:13][CH2:12][CH2:11]2)[CH3:9])=[N:6][CH:7]=1.BrC1C=C(N)C(N(CC(C)C)CC(C)C)=CC=1. Given the product [Br:1][C:2]1[CH:3]=[C:4]([NH2:16])[C:5]([N:8]([CH:10]2[CH2:15][CH2:14][CH2:13][CH2:12][CH2:11]2)[CH3:9])=[N:6][CH:7]=1, predict the reactants needed to synthesize it. (5) Given the product [C:25]1([S:22]([C:14]2[CH:13]=[C:12]3[C:17]([C:18]([CH3:20])([OH:21])[CH2:19][CH:10]([CH2:9][NH:7][CH3:6])[O:11]3)=[CH:16][CH:15]=2)(=[O:23])=[O:24])[CH:26]=[CH:27][CH:28]=[CH:29][CH:30]=1, predict the reactants needed to synthesize it. The reactants are: C(O[C:6](=O)[N:7]([CH2:9][CH:10]1[CH2:19][C:18]([OH:21])([CH3:20])[C:17]2[C:12](=[CH:13][C:14]([S:22]([C:25]3[CH:30]=[CH:29][CH:28]=[CH:27][CH:26]=3)(=[O:24])=[O:23])=[CH:15][CH:16]=2)[O:11]1)C)(C)(C)C.C(O)(C(F)(F)F)=O.FC(F)(F)C([O-])=O. (6) Given the product [CH2:27]([O:26][C:24]([NH:23][CH2:22][CH2:21][C:20]([NH:19][CH:9]([CH2:10][O:11][CH2:12][CH2:13][C:14]([OH:16])=[O:15])[CH2:8][O:7][CH2:6][CH2:5][C:4]([OH:35])=[O:3])=[O:34])=[O:25])[C:28]1[CH:33]=[CH:32][CH:31]=[CH:30][CH:29]=1, predict the reactants needed to synthesize it. The reactants are: C([O:3][C:4](=[O:35])[CH2:5][CH2:6][O:7][CH2:8][CH:9]([NH:19][C:20](=[O:34])[CH2:21][CH2:22][NH:23][C:24]([O:26][CH2:27][C:28]1[CH:33]=[CH:32][CH:31]=[CH:30][CH:29]=1)=[O:25])[CH2:10][O:11][CH2:12][CH2:13][C:14]([O:16]CC)=[O:15])C.[OH-].[Na+].